Dataset: Forward reaction prediction with 1.9M reactions from USPTO patents (1976-2016). Task: Predict the product of the given reaction. (1) Given the reactants Br[C:2]1[CH:3]=[C:4]([C:8](=[O:11])[CH2:9][CH3:10])[CH:5]=[CH:6][CH:7]=1.[NH:12]1[CH2:17][CH2:16][O:15][CH2:14][CH2:13]1.C(OC(C)(C)C)(C)(C)C.[Na], predict the reaction product. The product is: [N:12]1([C:2]2[CH:3]=[C:4]([C:8](=[O:11])[CH2:9][CH3:10])[CH:5]=[CH:6][CH:7]=2)[CH2:17][CH2:16][O:15][CH2:14][CH2:13]1. (2) The product is: [C:37]([C:41]1[CH:42]=[CH:43][C:44]([C:45]([NH:1][C:2]2[CH:7]=[CH:6][CH:5]=[C:4]([C:8]3[CH:13]=[CH:12][N:11]=[C:10]([NH:14][C:15]4[CH:16]=[CH:17][C:18]([C:21]([N:23]5[CH2:24][CH2:25][O:26][CH2:27][CH2:28]5)=[O:22])=[CH:19][CH:20]=4)[N:9]=3)[C:3]=2[CH3:29])=[O:46])=[CH:48][CH:49]=1)([CH3:40])([CH3:38])[CH3:39]. Given the reactants [NH2:1][C:2]1[C:3]([CH3:29])=[C:4]([C:8]2[CH:13]=[CH:12][N:11]=[C:10]([NH:14][C:15]3[CH:20]=[CH:19][C:18]([C:21]([N:23]4[CH2:28][CH2:27][O:26][CH2:25][CH2:24]4)=[O:22])=[CH:17][CH:16]=3)[N:9]=2)[CH:5]=[CH:6][CH:7]=1.C(N(CC)CC)C.[C:37]([C:41]1[CH:49]=[CH:48][C:44]([C:45](Cl)=[O:46])=[CH:43][CH:42]=1)([CH3:40])([CH3:39])[CH3:38].O, predict the reaction product. (3) The product is: [NH:5]1[CH2:14][CH2:15][N:16]=[C:4]1[C:3]1[CH:6]=[C:7]([O:12][CH3:13])[C:8]([O:10][CH3:11])=[CH:9][C:2]=1[NH2:1]. Given the reactants [NH2:1][C:2]1[CH:9]=[C:8]([O:10][CH3:11])[C:7]([O:12][CH3:13])=[CH:6][C:3]=1[C:4]#[N:5].[CH2:14](N)[CH2:15][NH2:16], predict the reaction product. (4) Given the reactants [OH:1][C:2]1[CH:7]=[C:6]([O:8][CH2:9][CH2:10][O:11][CH3:12])[CH:5]=[CH:4][C:3]=1[CH2:13][CH:14]([O:19][CH3:20])[C:15]([O:17][CH3:18])=[O:16].[H-].[Na+].Cl[C:24]1[C:29]([Cl:30])=[CH:28][C:27]([C:31]([F:34])([F:33])[F:32])=[CH:26][N:25]=1.[Cl-].[NH4+], predict the reaction product. The product is: [Cl:30][C:29]1[C:24]([O:1][C:2]2[CH:7]=[C:6]([O:8][CH2:9][CH2:10][O:11][CH3:12])[CH:5]=[CH:4][C:3]=2[CH2:13][CH:14]([O:19][CH3:20])[C:15]([O:17][CH3:18])=[O:16])=[N:25][CH:26]=[C:27]([C:31]([F:33])([F:32])[F:34])[CH:28]=1. (5) Given the reactants [CH2:1]([N:8]=[C:9]=[O:10])[C:2]1[CH:7]=[CH:6][CH:5]=[CH:4][CH:3]=1.[NH2:11][C:12]1[N:17]=[N:16][C:15]([N:18]2[CH2:23][CH2:22][N:21]([C:24]([C:26]3[CH:31]=[CH:30][CH:29]=[CH:28][C:27]=3[C:32]([F:35])([F:34])[F:33])=[O:25])[CH2:20][CH2:19]2)=[CH:14][CH:13]=1, predict the reaction product. The product is: [CH2:1]([NH:8][C:9]([NH:11][C:12]1[N:17]=[N:16][C:15]([N:18]2[CH2:19][CH2:20][N:21]([C:24](=[O:25])[C:26]3[CH:31]=[CH:30][CH:29]=[CH:28][C:27]=3[C:32]([F:35])([F:34])[F:33])[CH2:22][CH2:23]2)=[CH:14][CH:13]=1)=[O:10])[C:2]1[CH:7]=[CH:6][CH:5]=[CH:4][CH:3]=1. (6) Given the reactants [Cl:1][CH2:2][CH:3]1[CH2:5][O:4]1.O.[CH2:7]([NH:9][CH2:10][CH3:11])[CH3:8], predict the reaction product. The product is: [Cl:1][CH2:2][CH:3]([OH:4])[CH2:5][N:9]([CH2:10][CH3:11])[CH2:7][CH3:8].